Dataset: Forward reaction prediction with 1.9M reactions from USPTO patents (1976-2016). Task: Predict the product of the given reaction. (1) Given the reactants [CH3:1][N:2]([CH2:6][CH2:7][N:8]([CH3:21])[C:9]1[S:10][C:11]2[CH:17]=[C:16]([N+:18]([O-])=O)[CH:15]=[CH:14][C:12]=2[N:13]=1)[C:3](=[O:5])[CH3:4], predict the reaction product. The product is: [NH2:18][C:16]1[CH:15]=[CH:14][C:12]2[N:13]=[C:9]([N:8]([CH3:21])[CH2:7][CH2:6][N:2]([CH3:1])[C:3](=[O:5])[CH3:4])[S:10][C:11]=2[CH:17]=1. (2) Given the reactants [F:1][C:2]1[CH:9]=[C:8]([C:10]([CH3:16])([CH3:15])[CH2:11][CH2:12][CH2:13][CH3:14])[CH:7]=[CH:6][C:3]=1[CH:4]=[O:5].C(=O)C1C=CC=CC=1.[BH4-].[K+], predict the reaction product. The product is: [F:1][C:2]1[CH:9]=[C:8]([C:10]([CH3:15])([CH3:16])[CH2:11][CH2:12][CH2:13][CH3:14])[CH:7]=[CH:6][C:3]=1[CH2:4][OH:5]. (3) Given the reactants [CH3:1][O:2][C:3]1[CH:9]=[C:8]([O:10][CH3:11])[C:7]([F:12])=[CH:6][C:4]=1[NH2:5].[C:13](Cl)(Cl)=[S:14], predict the reaction product. The product is: [F:12][C:7]1[C:8]([O:10][CH3:11])=[CH:9][C:3]([O:2][CH3:1])=[C:4]([N:5]=[C:13]=[S:14])[CH:6]=1. (4) Given the reactants C([O:3][CH2:4][CH2:5][CH2:6][N:7]1[C:12](=[O:13])[C:11]2[C:14]([CH2:26][C:27]3[CH:32]=[CH:31][C:30]([F:33])=[CH:29][CH:28]=3)=[C:15]([O:18][C:19]3[CH:24]=[CH:23][C:22]([Cl:25])=[CH:21][CH:20]=3)[CH:16]=[N:17][C:10]=2[N:9]([CH3:34])[C:8]1=[O:35])=O.O[Li].O, predict the reaction product. The product is: [Cl:25][C:22]1[CH:21]=[CH:20][C:19]([O:18][C:15]2[CH:16]=[N:17][C:10]3[N:9]([CH3:34])[C:8](=[O:35])[N:7]([CH2:6][CH2:5][CH2:4][OH:3])[C:12](=[O:13])[C:11]=3[C:14]=2[CH2:26][C:27]2[CH:28]=[CH:29][C:30]([F:33])=[CH:31][CH:32]=2)=[CH:24][CH:23]=1. (5) Given the reactants [NH2:1][CH2:2][C@H:3]1[CH2:7][C@@H:6]([NH:8][S:9]([C:12]2[CH:17]=[C:16]([Cl:18])[CH:15]=[CH:14][C:13]=2[Cl:19])(=[O:11])=[O:10])[CH2:5][N:4]1[C:20](OC(C)(C)C)=O.[CH3:27][C:28]1[CH:29]=[C:30]([CH:34]=[CH:35][CH:36]=1)[C:31](Cl)=[O:32].Cl.CC[N:40](C(C)C)C(C)C.N#CBr.C(O)C(N)(CO)CO, predict the reaction product. The product is: [C:20]([N:4]1[CH2:5][C@H:6]([NH:8][S:9]([C:12]2[CH:17]=[C:16]([Cl:18])[CH:15]=[CH:14][C:13]=2[Cl:19])(=[O:10])=[O:11])[CH2:7][C@@H:3]1[CH2:2][NH:1][C:31](=[O:32])[C:30]1[CH:34]=[CH:35][CH:36]=[C:28]([CH3:27])[CH:29]=1)#[N:40].